From a dataset of Catalyst prediction with 721,799 reactions and 888 catalyst types from USPTO. Predict which catalyst facilitates the given reaction. (1) Reactant: [NH2:1][C:2]1[CH:7]=[C:6]([CH:8]=[O:9])[N:5]=[C:4]([C:10]2[CH:11]=[N:12][C:13]([C:16]([F:19])([F:18])[F:17])=[CH:14][CH:15]=2)[C:3]=1[F:20].[Cl:21]N1C(C)(C)C(=O)N(Cl)C1=O. Product: [NH2:1][C:2]1[C:7]([Cl:21])=[C:6]([CH:8]=[O:9])[N:5]=[C:4]([C:10]2[CH:11]=[N:12][C:13]([C:16]([F:18])([F:19])[F:17])=[CH:14][CH:15]=2)[C:3]=1[F:20]. The catalyst class is: 23. (2) Reactant: [H-].[Na+].[F:3][C:4]1[CH:9]=[C:8]([F:10])[CH:7]=[CH:6][C:5]=1[SH:11].Br[CH2:13][CH2:14][CH2:15][O:16][CH:17]1[CH2:22][CH2:21][CH2:20][CH2:19][O:18]1.O. Product: [F:3][C:4]1[CH:9]=[C:8]([F:10])[CH:7]=[CH:6][C:5]=1[S:11][CH2:13][CH2:14][CH2:15][O:16][CH:17]1[CH2:22][CH2:21][CH2:20][CH2:19][O:18]1. The catalyst class is: 1.